Dataset: CYP2D6 inhibition data for predicting drug metabolism from PubChem BioAssay. Task: Regression/Classification. Given a drug SMILES string, predict its absorption, distribution, metabolism, or excretion properties. Task type varies by dataset: regression for continuous measurements (e.g., permeability, clearance, half-life) or binary classification for categorical outcomes (e.g., BBB penetration, CYP inhibition). Dataset: cyp2d6_veith. (1) The molecule is CC(=O)c1ccc(N2CCC(c3cc(-c4ccc(Cl)cc4Cl)n[nH]3)CC2)c([N+](=O)[O-])c1. The result is 0 (non-inhibitor). (2) The compound is O=[N+]([O-])c1ccc2c(c1)Cc1cc(N=Cc3ccc4c(c3)OCO4)ccc1-2. The result is 0 (non-inhibitor). (3) The molecule is CN(C)CCC[C@@H]1c2ccccc2Oc2ccc(C(F)(F)F)cc21. The result is 1 (inhibitor). (4) The molecule is O=C(CSc1nnc(Cc2cc(=O)[nH]c(=O)[nH]2)n1-c1ccccc1)N1CCCC1. The result is 0 (non-inhibitor).